Dataset: Reaction yield outcomes from USPTO patents with 853,638 reactions. Task: Predict the reaction yield, written as a fraction of the theoretical maximum amount of product (1.0 means a 100% yield; for example, 0.34 means a 34% yield). (1) The reactants are [CH3:1][O:2][CH2:3][CH2:4][O:5][C:6]1[CH:11]=[CH:10][C:9](/[CH:12]=[CH:13]/[C:14]([O:16][CH2:17][CH3:18])=[O:15])=[C:8](OS(C(F)(F)F)(=O)=O)[CH:7]=1.[NH2:27][C:28]1[CH:33]=[CH:32][C:31]([C:34]([F:37])([F:36])[F:35])=[CH:30][CH:29]=1.C1(P(C2C=CC=CC=2)C2C=CC3C(=CC=CC=3)C=2C2C3C(=CC=CC=3)C=CC=2P(C2C=CC=CC=2)C2C=CC=CC=2)C=CC=CC=1.C(=O)([O-])[O-].[Cs+].[Cs+]. The catalyst is O1CCCC1.C([O-])(=O)C.[Pd+2].C([O-])(=O)C.O. The product is [CH3:1][O:2][CH2:3][CH2:4][O:5][C:6]1[CH:11]=[CH:10][C:9](/[CH:12]=[CH:13]/[C:14]([O:16][CH2:17][CH3:18])=[O:15])=[C:8]([NH:27][C:28]2[CH:33]=[CH:32][C:31]([C:34]([F:35])([F:36])[F:37])=[CH:30][CH:29]=2)[CH:7]=1. The yield is 0.650. (2) The reactants are [CH2:1]([OH:4])[CH2:2][OH:3].[H-].[Na+].Br[CH2:8][C:9]1[CH:16]=[CH:15][C:12]([C:13]#[N:14])=[CH:11][CH:10]=1.O. The product is [OH:3][CH2:2][CH2:1][O:4][CH2:8][C:9]1[CH:16]=[CH:15][C:12]([C:13]#[N:14])=[CH:11][CH:10]=1. The yield is 0.360. The catalyst is C1COCC1.[N+](CCCC)(CCCC)(CCCC)CCCC.[I-].CCOC(C)=O. (3) The reactants are [Br:1][C:2]1[CH:3]=[C:4]2[C:9](=[CH:10][CH:11]=1)[C:8](=O)[O:7][C:6]([C:13]([OH:15])=[O:14])=[C:5]2[C:16]1[CH:21]=[CH:20][CH:19]=[CH:18][CH:17]=1.Cl.[S:23]([C:27]1[CH:34]=[CH:33][C:30]([CH2:31][NH2:32])=[CH:29][CH:28]=1)(=[O:26])(=[O:25])[NH2:24]. No catalyst specified. The product is [Br:1][C:2]1[CH:3]=[C:4]2[C:9](=[CH:10][CH:11]=1)[C:8](=[O:7])[N:32]([CH2:31][C:30]1[CH:29]=[CH:28][C:27]([S:23](=[O:25])(=[O:26])[NH2:24])=[CH:34][CH:33]=1)[C:6]([C:13]([OH:15])=[O:14])=[C:5]2[C:16]1[CH:21]=[CH:20][CH:19]=[CH:18][CH:17]=1. The yield is 0.710. (4) The reactants are CO[C:3]([C:5]1[N:6]([CH3:26])[N:7]=[C:8]([O:10][CH2:11][C:12]2[C:13]([C:19]3[CH:24]=[CH:23][C:22]([F:25])=[CH:21][CH:20]=3)=[N:14][O:15][C:16]=2[CH2:17][OH:18])[CH:9]=1)=[O:4].[F:27][C:28]([F:32])([F:31])[CH2:29][NH2:30]. No catalyst specified. The product is [F:27][C:28]([F:32])([F:31])[CH2:29][NH:30][C:3]([C:5]1[N:6]([CH3:26])[N:7]=[C:8]([O:10][CH2:11][C:12]2[C:13]([C:19]3[CH:20]=[CH:21][C:22]([F:25])=[CH:23][CH:24]=3)=[N:14][O:15][C:16]=2[CH2:17][OH:18])[CH:9]=1)=[O:4]. The yield is 0.970.